The task is: Regression. Given two drug SMILES strings and cell line genomic features, predict the synergy score measuring deviation from expected non-interaction effect.. This data is from NCI-60 drug combinations with 297,098 pairs across 59 cell lines. (1) Drug 1: CC1=C2C(C(=O)C3(C(CC4C(C3C(C(C2(C)C)(CC1OC(=O)C(C(C5=CC=CC=C5)NC(=O)C6=CC=CC=C6)O)O)OC(=O)C7=CC=CC=C7)(CO4)OC(=O)C)O)C)OC(=O)C. Drug 2: CS(=O)(=O)CCNCC1=CC=C(O1)C2=CC3=C(C=C2)N=CN=C3NC4=CC(=C(C=C4)OCC5=CC(=CC=C5)F)Cl. Cell line: T-47D. Synergy scores: CSS=34.4, Synergy_ZIP=-4.21, Synergy_Bliss=-3.60, Synergy_Loewe=2.87, Synergy_HSA=5.77. (2) Drug 2: C1C(C(OC1N2C=NC3=C2NC=NCC3O)CO)O. Cell line: UACC-257. Synergy scores: CSS=5.50, Synergy_ZIP=-0.340, Synergy_Bliss=0.903, Synergy_Loewe=-3.26, Synergy_HSA=-2.38. Drug 1: C1CCC(CC1)NC(=O)N(CCCl)N=O.